Dataset: Reaction yield outcomes from USPTO patents with 853,638 reactions. Task: Predict the reaction yield, written as a fraction of the theoretical maximum amount of product (1.0 means a 100% yield; for example, 0.34 means a 34% yield). The reactants are [CH:1]1([N:7]([C:9]2[CH:14]=[CH:13][C:12]([C@H:15]3[CH2:20][NH:19][CH2:18][CH2:17][NH:16]3)=[CH:11][CH:10]=2)[CH3:8])[CH2:6][CH2:5][CH2:4][CH2:3][CH2:2]1.C(N(CC)CC)C.Cl[C:29]1[N:34]([CH3:35])[C:33](=[O:36])[CH:32]=[C:31]([C:37]2[CH:42]=[CH:41][N:40]=[CH:39][CH:38]=2)[N:30]=1. No catalyst specified. The product is [CH:1]1([N:7]([C:9]2[CH:14]=[CH:13][C:12]([C@@H:15]3[NH:16][CH2:17][CH2:18][N:19]([C:29]4[N:34]([CH3:35])[C:33](=[O:36])[CH:32]=[C:31]([C:37]5[CH:38]=[CH:39][N:40]=[CH:41][CH:42]=5)[N:30]=4)[CH2:20]3)=[CH:11][CH:10]=2)[CH3:8])[CH2:2][CH2:3][CH2:4][CH2:5][CH2:6]1. The yield is 0.880.